Predict the product of the given reaction. From a dataset of Forward reaction prediction with 1.9M reactions from USPTO patents (1976-2016). Given the reactants [CH3:1][O:2][C:3]1[CH:8]=[CH:7][N:6]2[C:9]([C:13]([OH:15])=O)=[C:10]([CH3:12])[N:11]=[C:5]2[CH:4]=1.C[CH2:17][N:18]=C=NCCCN(C)C.Cl.C1C=CC2N(O)N=NC=2C=1.CN1CCOCC1.CN, predict the reaction product. The product is: [CH3:1][O:2][C:3]1[CH:8]=[CH:7][N:6]2[C:9]([C:13]([NH:18][CH3:17])=[O:15])=[C:10]([CH3:12])[N:11]=[C:5]2[CH:4]=1.